This data is from Forward reaction prediction with 1.9M reactions from USPTO patents (1976-2016). The task is: Predict the product of the given reaction. (1) Given the reactants C1(C([O:14][C:15](=[O:53])[C@H:16]2[CH2:20][C@@H:19]([N:21]3[CH:29]=[C:27]([CH3:28])[C:25](=[O:26])[N:24]([C:30](=[O:37])[C:31]4[CH:36]=[CH:35][CH:34]=[CH:33][CH:32]=4)[C:22]3=[O:23])[CH2:18][N:17]2CCNS(C2C=CC=CC=2[N+]([O-])=O)(=O)=O)C2C=CC=CC=2)C=CC=CC=1.CC(OC(OC(OC(C)(C)C)=O)=O)(C)C.C(N(CC)CC)C, predict the reaction product. The product is: [C:30]([N:24]1[C:25](=[O:26])[C:27]([CH3:28])=[CH:29][N:21]([C@H:19]2[CH2:18][NH:17][C@@H:16]([C:15]([OH:53])=[O:14])[CH2:20]2)[C:22]1=[O:23])(=[O:37])[C:31]1[CH:32]=[CH:33][CH:34]=[CH:35][CH:36]=1. (2) Given the reactants [N:1]1[CH:6]=[CH:5][C:4]([CH2:7][C:8]([O:10][CH2:11]C)=[O:9])=[CH:3][CH:2]=1.[H-].[Na+].[CH:15](OCC)=[O:16].Cl, predict the reaction product. The product is: [OH:16][CH:15]=[C:7]([C:4]1[CH:3]=[CH:2][N:1]=[CH:6][CH:5]=1)[C:8]([O:10][CH3:11])=[O:9]. (3) Given the reactants [F:1][C:2]1[N:7]=[C:6]([F:8])[C:5]([F:9])=[C:4](F)[C:3]=1[F:11], predict the reaction product. The product is: [F:8][C:6]1[C:5]([F:9])=[CH:4][C:3]([F:11])=[C:2]([F:1])[N:7]=1. (4) Given the reactants [NH2:1][CH2:2][CH2:3][N:4]1[CH2:9][CH2:8][N:7]([C:10]2([C:19]3[CH:24]=[CH:23][C:22]([O:25][C:26]4[CH:31]=[CH:30][C:29]([Br:32])=[CH:28][CH:27]=4)=[CH:21][CH:20]=3)[C:15](=[O:16])[NH:14][C:13](=[O:17])[NH:12][C:11]2=[O:18])[CH2:6][CH2:5]1.[C:33]1(=[O:40])[O:39][C:37](=[O:38])[CH2:36][CH2:35][CH2:34]1.C(N(CC)CC)C, predict the reaction product. The product is: [Br:32][C:29]1[CH:28]=[CH:27][C:26]([O:25][C:22]2[CH:21]=[CH:20][C:19]([C:10]3([N:7]4[CH2:6][CH2:5][N:4]([CH2:3][CH2:2][NH:1][C:33]([CH2:34][CH2:35][CH2:36][C:37]([OH:39])=[O:38])=[O:40])[CH2:9][CH2:8]4)[C:11](=[O:18])[NH:12][C:13](=[O:17])[NH:14][C:15]3=[O:16])=[CH:24][CH:23]=2)=[CH:31][CH:30]=1. (5) Given the reactants [CH:1]1[C:6]([Cl:7])=[C:5]([S:8]([NH2:11])(=[O:10])=[O:9])[CH:4]=[C:3]2[S:12]([NH:15][CH:16]=[N:17][C:2]=12)(=[O:14])=[O:13].C[O-].[Na+:20], predict the reaction product. The product is: [CH:1]1[C:6]([Cl:7])=[C:5]([S:8]([NH2:11])(=[O:9])=[O:10])[CH:4]=[C:3]2[S:12]([N-:15][CH:16]=[N:17][C:2]=12)(=[O:14])=[O:13].[Na+:20]. (6) Given the reactants [Br:1][C:2]1[CH:3]=[C:4]([N:9]2C(=O)[O:12][N:11]=[C:10]2[C:15]2[C:16]([NH:20][CH2:21][CH2:22][NH:23][S:24]([NH2:27])(=[O:26])=[O:25])=[N:17][O:18][N:19]=2)[CH:5]=[CH:6][C:7]=1[F:8].C1COCC1.[OH-].[Na+].P(=O)(O)(O)O, predict the reaction product. The product is: [NH2:27][S:24]([NH:23][CH2:22][CH2:21][NH:20][C:16]1[C:15]([C:10](=[N:11][OH:12])[NH:9][C:4]2[CH:5]=[CH:6][C:7]([F:8])=[C:2]([Br:1])[CH:3]=2)=[N:19][O:18][N:17]=1)(=[O:25])=[O:26].